Predict the product of the given reaction. From a dataset of Forward reaction prediction with 1.9M reactions from USPTO patents (1976-2016). Given the reactants F[C:2]1[CH:3]=[C:4]2[C:8](=[CH:9][CH:10]=1)[NH:7][CH:6]=[C:5]2[CH:11]1[CH2:15][C:14](=[O:16])[NH:13][C:12]1=[O:17].[CH3:18][O:19]C1C=C2C(=CC=1)NC=C2.C1(=O)NC(=O)C=C1, predict the reaction product. The product is: [CH3:18][O:19][C:2]1[CH:3]=[C:4]2[C:8](=[CH:9][CH:10]=1)[NH:7][CH:6]=[C:5]2[CH:11]1[CH2:15][C:14](=[O:16])[NH:13][C:12]1=[O:17].